This data is from Full USPTO retrosynthesis dataset with 1.9M reactions from patents (1976-2016). The task is: Predict the reactants needed to synthesize the given product. Given the product [Br:7][C:8]1[CH:38]=[CH:37][C:11]([CH2:12][CH:13]([NH:26][C:27](=[O:36])[O:28][CH2:29][C:30]2[CH:35]=[CH:34][CH:33]=[CH:32][CH:31]=2)[C:14]2[N:2]([CH3:1])[C:18]([CH2:19][C:20]([CH3:24])([CH3:23])[CH2:21][CH3:22])=[CH:17][N:16]=2)=[CH:10][CH:9]=1, predict the reactants needed to synthesize it. The reactants are: [CH3:1][NH2:2].C(O)(=O)C.[Br:7][C:8]1[CH:38]=[CH:37][C:11]([CH2:12][CH:13]([NH:26][C:27](=[O:36])[O:28][CH2:29][C:30]2[CH:35]=[CH:34][CH:33]=[CH:32][CH:31]=2)[C:14]([NH:16][CH2:17][C:18](=O)[CH2:19][C:20]([CH3:24])([CH3:23])[CH2:21][CH3:22])=O)=[CH:10][CH:9]=1.